This data is from Forward reaction prediction with 1.9M reactions from USPTO patents (1976-2016). The task is: Predict the product of the given reaction. Given the reactants [Cl:1][C:2]1[C:8]([O:9][CH3:10])=[CH:7][C:5]([NH2:6])=[C:4]([CH:11]2[CH2:13][CH2:12]2)[CH:3]=1.C(N(CC)CC)C.[CH3:21][S:22](Cl)(=[O:24])=[O:23], predict the reaction product. The product is: [Cl:1][C:2]1[C:8]([O:9][CH3:10])=[CH:7][C:5]([N:6]([S:22]([CH3:21])(=[O:24])=[O:23])[S:22]([CH3:21])(=[O:24])=[O:23])=[C:4]([CH:11]2[CH2:12][CH2:13]2)[CH:3]=1.